This data is from Forward reaction prediction with 1.9M reactions from USPTO patents (1976-2016). The task is: Predict the product of the given reaction. (1) The product is: [CH2:13]([C@@H:15]1[CH2:24][C@H:23]([NH2:25])[C:22]2[C:17](=[CH:18][CH:19]=[C:20]([C:26]([F:29])([F:27])[F:28])[CH:21]=2)[NH:16]1)[CH3:14]. Given the reactants O.CC(C)([O-])C.[Na+].CS(O)(=O)=O.[CH2:13]([C@@H:15]1[CH2:24][C@H:23]([NH2:25])[C:22]2[C:17](=[CH:18][CH:19]=[C:20]([C:26]([F:29])([F:28])[F:27])[CH:21]=2)[NH:16]1)[CH3:14], predict the reaction product. (2) Given the reactants [F:1][C:2]1[CH:7]=[C:6]([F:8])[CH:5]=[CH:4][C:3]=1[C:9]1[CH:14]=[CH:13][CH:12]=[C:11]([NH:15][C:16]([C:18]2[N:19](C(OC(C)(C)C)=O)[C:20]3[C:25]([CH:26]=2)=[CH:24][CH:23]=[C:22]([NH:27][S:28](=[O:32])(=[O:31])[NH:29][CH3:30])[CH:21]=3)=[O:17])[CH:10]=1.C(O)(C(F)(F)F)=O.[OH-].[Na+], predict the reaction product. The product is: [F:1][C:2]1[CH:7]=[C:6]([F:8])[CH:5]=[CH:4][C:3]=1[C:9]1[CH:14]=[CH:13][CH:12]=[C:11]([NH:15][C:16]([C:18]2[NH:19][C:20]3[C:25]([CH:26]=2)=[CH:24][CH:23]=[C:22]([NH:27][S:28](=[O:31])(=[O:32])[NH:29][CH3:30])[CH:21]=3)=[O:17])[CH:10]=1. (3) Given the reactants [C:1]([C:3]1[CH:4]=[C:5]([N:12]([S:17]([CH3:20])(=[O:19])=[O:18])[S:13]([CH3:16])(=[O:15])=[O:14])[CH:6]=[C:7]([N+:9]([O-])=O)[CH:8]=1)#[N:2], predict the reaction product. The product is: [NH2:9][C:7]1[CH:6]=[C:5]([N:12]([S:13]([CH3:16])(=[O:15])=[O:14])[S:17]([CH3:20])(=[O:18])=[O:19])[CH:4]=[C:3]([C:1]#[N:2])[CH:8]=1. (4) Given the reactants [B:10]1([B:10]2[O:14][C:13]([CH3:16])([CH3:15])[C:12]([CH3:18])([CH3:17])[O:11]2)[O:14][C:13]([CH3:16])([CH3:15])[C:12]([CH3:18])([CH3:17])[O:11]1.CC([O-])=O.[K+].C(Cl)Cl.Br[C:28]1[CH:29]=[C:30]2[C:35](=[CH:36][C:37]=1[O:38][CH3:39])[NH:34][C:33](=[O:40])[CH:32]=[CH:31]2, predict the reaction product. The product is: [CH3:39][O:38][C:37]1[CH:36]=[C:35]2[C:30]([CH:31]=[CH:32][C:33](=[O:40])[NH:34]2)=[CH:29][C:28]=1[B:10]1[O:11][C:12]([CH3:17])([CH3:18])[C:13]([CH3:15])([CH3:16])[O:14]1. (5) Given the reactants Br[C:2]1[CH:7]=[CH:6][N:5]2[N:8]=[C:9]([C:11]3[C:12]([F:17])=[N:13][CH:14]=[CH:15][CH:16]=3)[N:10]=[C:4]2[CH:3]=1.[C:18](=[O:25])([O:20][C:21]([CH3:24])([CH3:23])[CH3:22])[NH2:19], predict the reaction product. The product is: [C:21]([O:20][C:18](=[O:25])[NH:19][C:2]1[CH:7]=[CH:6][N:5]2[N:8]=[C:9]([C:11]3[C:12]([F:17])=[N:13][CH:14]=[CH:15][CH:16]=3)[N:10]=[C:4]2[CH:3]=1)([CH3:24])([CH3:23])[CH3:22]. (6) Given the reactants [S:1]1[CH:5]=[CH:4][C:3]([C:6]([OH:8])=O)=[CH:2]1.[F:9][C:10]([F:37])([F:36])[C:11]([CH2:31][NH:32][CH2:33][CH2:34][CH3:35])([OH:30])[CH2:12][NH:13][C:14]1[CH:22]=[CH:21][CH:20]=[C:19]2[C:15]=1[CH:16]=[N:17][N:18]2[C:23]1[CH:28]=[CH:27][C:26]([F:29])=[CH:25][CH:24]=1, predict the reaction product. The product is: [CH2:33]([N:32]([CH2:31][C:11]([CH2:12][NH:13][C:14]1[CH:22]=[CH:21][CH:20]=[C:19]2[C:15]=1[CH:16]=[N:17][N:18]2[C:23]1[CH:24]=[CH:25][C:26]([F:29])=[CH:27][CH:28]=1)([OH:30])[C:10]([F:9])([F:36])[F:37])[C:6]([C:3]1[CH:4]=[CH:5][S:1][CH:2]=1)=[O:8])[CH2:34][CH3:35].